Dataset: Forward reaction prediction with 1.9M reactions from USPTO patents (1976-2016). Task: Predict the product of the given reaction. (1) Given the reactants Br[CH2:2][C:3]1[CH:8]=[CH:7][C:6]([C:9]2[CH:14]=[CH:13][CH:12]=[CH:11][CH:10]=2)=[CH:5][CH:4]=1.CCN(C(C)C)C(C)C.[C:24]([O:28][C:29]([CH3:32])([CH3:31])[CH3:30])(=[O:27])[NH:25][NH2:26], predict the reaction product. The product is: [C:29]([O:28][C:24]([NH:25][NH:26][CH2:2][C:3]1[CH:8]=[CH:7][C:6]([C:9]2[CH:14]=[CH:13][CH:12]=[CH:11][CH:10]=2)=[CH:5][CH:4]=1)=[O:27])([CH3:32])([CH3:31])[CH3:30]. (2) Given the reactants C[Si](Cl)(C)C.[I-].[Na+].[F:8][C:9]1[CH:10]=[CH:11][C:12]([C@@H:15]([NH:17][C:18]2[C:23]([CH3:24])=[CH:22][N:21]=[C:20]([NH:25][C:26]3[C:27]([O:32]C)=[N:28][CH:29]=[CH:30][CH:31]=3)[N:19]=2)[CH3:16])=[N:13][CH:14]=1, predict the reaction product. The product is: [F:8][C:9]1[CH:10]=[CH:11][C:12]([C@@H:15]([NH:17][C:18]2[C:23]([CH3:24])=[CH:22][N:21]=[C:20]([NH:25][C:26]3[C:27](=[O:32])[NH:28][CH:29]=[CH:30][CH:31]=3)[N:19]=2)[CH3:16])=[N:13][CH:14]=1. (3) Given the reactants C(O)(C(F)(F)F)=O.C(OC([N:15]1[CH2:19][CH2:18][CH2:17][C:16]1([CH2:21][NH:22][CH2:23][C:24]1[CH:29]=[CH:28][CH:27]=[CH:26][C:25]=1[Cl:30])[CH3:20])=O)(C)(C)C, predict the reaction product. The product is: [Cl:30][C:25]1[CH:26]=[CH:27][CH:28]=[CH:29][C:24]=1[CH2:23][NH:22][CH2:21][C:16]1([CH3:20])[CH2:17][CH2:18][CH2:19][NH:15]1. (4) Given the reactants [C:1]1([CH2:7][NH:8][CH2:9][C:10]([OH:12])=[O:11])[CH:6]=[CH:5][CH:4]=[CH:3][CH:2]=1.C(N(CC)CC)C.[CH3:20][C:21]([O:24][C:25](O[C:25]([O:24][C:21]([CH3:23])([CH3:22])[CH3:20])=[O:26])=[O:26])([CH3:23])[CH3:22], predict the reaction product. The product is: [CH3:20][C:21]([O:24][C:25]([N:8]([CH2:7][C:1]1[CH:6]=[CH:5][CH:4]=[CH:3][CH:2]=1)[CH2:9][C:10]([OH:12])=[O:11])=[O:26])([CH3:23])[CH3:22]. (5) Given the reactants Br[C:2]1[CH:3]=[CH:4][C:5](=[O:21])[N:6]([CH2:9][CH2:10][C:11]2[CH:20]=[CH:19][C:14]([C:15]([O:17][CH3:18])=[O:16])=[CH:13][CH:12]=2)[C:7]=1[CH3:8].[CH:22]1(OB(O)O)[CH2:24][CH2:23]1.P([O-])([O-])([O-])=O.[K+].[K+].[K+].C1(P(C2CCCCC2)C2CCCCC2)CCCCC1, predict the reaction product. The product is: [CH:22]1([C:2]2[CH:3]=[CH:4][C:5](=[O:21])[N:6]([CH2:9][CH2:10][C:11]3[CH:20]=[CH:19][C:14]([C:15]([O:17][CH3:18])=[O:16])=[CH:13][CH:12]=3)[C:7]=2[CH3:8])[CH2:24][CH2:23]1. (6) The product is: [CH3:26][O:19][C:18]([C:17]1[C:11]2[N:10]=[C:9]([C:4]3[CH:5]=[CH:6][C:7]([F:8])=[C:2]([Cl:1])[CH:3]=3)[NH:13][C:12]=2[C:14]([OH:21])=[CH:15][CH:16]=1)=[O:20]. Given the reactants [Cl:1][C:2]1[CH:3]=[C:4]([C:9]2[NH:13][C:12]3[C:14]([OH:21])=[CH:15][CH:16]=[C:17]([C:18]([OH:20])=[O:19])[C:11]=3[N:10]=2)[CH:5]=[CH:6][C:7]=1[F:8].O=S(Cl)Cl.[CH3:26]O, predict the reaction product. (7) The product is: [CH3:30][O:29][C:24]1[CH:23]=[C:22]2[C:21](=[CH:26][CH:25]=1)[N:20]=[CH:19][C:18]1[O:17][CH2:16][CH:15]([CH2:14][C@H:11]3[CH2:10][CH2:9][C@H:8]([NH:7][C:6]([C:40]4[CH:41]=[CH:42][C:36]5[O:35][CH2:34][C:33](=[O:32])[NH:38][C:37]=5[CH:39]=4)=[O:31])[CH2:13][CH2:12]3)[CH2:28][C:27]2=1. Given the reactants C(O[C:6](=[O:31])[NH:7][C@H:8]1[CH2:13][CH2:12][C@H:11]([CH2:14][CH:15]2[CH2:28][C:27]3[C:26]4[C:21](=[CH:22][CH:23]=[C:24]([O:29][CH3:30])[CH:25]=4)[N:20]=[CH:19][C:18]=3[O:17][CH2:16]2)[CH2:10][CH2:9]1)(C)(C)C.[O:32]=[C:33]1[NH:38][C:37]2[CH:39]=[C:40](C(O)=O)[CH:41]=[CH:42][C:36]=2[O:35][CH2:34]1, predict the reaction product.